This data is from Full USPTO retrosynthesis dataset with 1.9M reactions from patents (1976-2016). The task is: Predict the reactants needed to synthesize the given product. (1) Given the product [N:34]1([CH:40]2[CH2:41][CH2:42][N:43]([C:46]3[C:52]([O:53][CH3:54])=[CH:51][C:49]([NH:50][C:2]4[N:7]=[C:6]([C:8]5[N:12]6[CH:13]=[CH:14][CH:15]=[CH:16][C:11]6=[N:10][C:9]=5[C:17]5[CH:18]=[C:19]([CH:31]=[CH:32][CH:33]=5)[C:20]([NH:22][C:23]5[C:24]([F:30])=[CH:25][CH:26]=[CH:27][C:28]=5[F:29])=[O:21])[CH:5]=[CH:4][N:3]=4)=[C:48]([O:55][CH3:56])[CH:47]=3)[CH2:44][CH2:45]2)[CH2:39][CH2:38][CH2:37][CH2:36][CH2:35]1, predict the reactants needed to synthesize it. The reactants are: Cl[C:2]1[N:7]=[C:6]([C:8]2[N:12]3[CH:13]=[CH:14][CH:15]=[CH:16][C:11]3=[N:10][C:9]=2[C:17]2[CH:18]=[C:19]([CH:31]=[CH:32][CH:33]=2)[C:20]([NH:22][C:23]2[C:28]([F:29])=[CH:27][CH:26]=[CH:25][C:24]=2[F:30])=[O:21])[CH:5]=[CH:4][N:3]=1.[N:34]1([CH:40]2[CH2:45][CH2:44][N:43]([C:46]3[C:52]([O:53][CH3:54])=[CH:51][C:49]([NH2:50])=[C:48]([O:55][CH3:56])[CH:47]=3)[CH2:42][CH2:41]2)[CH2:39][CH2:38][CH2:37][CH2:36][CH2:35]1.N. (2) The reactants are: Cl.[CH3:2][C:3]1[C:4]([N:11]2[CH2:16][CH2:15][NH:14][CH2:13][CH2:12]2)=[N:5][C:6]([CH3:10])=[C:7]([CH3:9])[CH:8]=1.[OH-].[Na+]. Given the product [CH3:2][C:3]1[C:4]([N:11]2[CH2:12][CH2:13][NH:14][CH2:15][CH2:16]2)=[N:5][C:6]([CH3:10])=[C:7]([CH3:9])[CH:8]=1, predict the reactants needed to synthesize it. (3) Given the product [CH3:4][O:5][C:6]1[CH:15]=[C:14]2[C:9]([CH2:10][CH2:11][CH2:12][C:13]2([CH:16]([C:19]#[N:20])[C:17]#[N:18])[CH3:1])=[CH:8][CH:7]=1, predict the reactants needed to synthesize it. The reactants are: [CH3:1][Mg]Br.[CH3:4][O:5][C:6]1[CH:15]=[C:14]2[C:9]([CH2:10][CH2:11][CH2:12][C:13]2=[C:16]([C:19]#[N:20])[C:17]#[N:18])=[CH:8][CH:7]=1. (4) Given the product [CH3:16][C:11]1([CH3:17])[C:12]([CH3:15])([CH3:14])[O:13][B:9]([C:6]2[CH:7]=[CH:8][C:3]([CH2:2][S:19][CH3:18])=[CH:4][CH:5]=2)[O:10]1, predict the reactants needed to synthesize it. The reactants are: Br[CH2:2][C:3]1[CH:8]=[CH:7][C:6]([B:9]2[O:13][C:12]([CH3:15])([CH3:14])[C:11]([CH3:17])([CH3:16])[O:10]2)=[CH:5][CH:4]=1.[CH3:18][S-:19].[Na+]. (5) Given the product [Cl:24][CH2:25][CH2:26][CH2:27][CH2:28][S:29]([NH:1][C:2]1[CH:3]=[C:4]([C:13]([O:15][CH2:16][CH3:17])=[O:14])[CH:5]=[C:6]2[C:10]=1[NH:9][CH:8]=[C:7]2[CH2:11][CH3:12])(=[O:31])=[O:30], predict the reactants needed to synthesize it. The reactants are: [NH2:1][C:2]1[CH:3]=[C:4]([C:13]([O:15][CH2:16][CH3:17])=[O:14])[CH:5]=[C:6]2[C:10]=1[NH:9][CH:8]=[C:7]2[CH2:11][CH3:12].N1C=CC=CC=1.[Cl:24][CH2:25][CH2:26][CH2:27][CH2:28][S:29](Cl)(=[O:31])=[O:30]. (6) The reactants are: [C:1]1([C:7]([C:11]2[CH:16]=[CH:15][C:14]([C:17]([O:19][CH3:20])=[O:18])=[CH:13][CH:12]=2)(C)[CH:8]=[CH2:9])[CH:6]=[CH:5][CH:4]=[CH:3][CH:2]=1.[O:21]=O.CSC. Given the product [C:1]1([CH:7]([C:11]2[CH:16]=[CH:15][C:14]([C:17]([O:19][CH3:20])=[O:18])=[CH:13][CH:12]=2)[CH2:8][CH:9]=[O:21])[CH:6]=[CH:5][CH:4]=[CH:3][CH:2]=1, predict the reactants needed to synthesize it. (7) Given the product [Cl:1][C:2]1[CH:3]=[C:4]([C:5]2[O:7][N:30]=[C:31]([C:33]3[CH:38]=[CH:37][C:36]([O:39][CH2:40][O:41][CH2:42][CH2:43][Si:44]([CH3:47])([CH3:46])[CH3:45])=[CH:35][C:34]=3[CH3:48])[N:32]=2)[CH:8]=[CH:9][C:10]=1[O:11][CH:12]([CH3:14])[CH3:13], predict the reactants needed to synthesize it. The reactants are: [Cl:1][C:2]1[CH:3]=[C:4]([CH:8]=[CH:9][C:10]=1[O:11][CH:12]([CH3:14])[CH3:13])[C:5]([OH:7])=O.C(Cl)CCl.C1C=CC2N(O)N=NC=2C=1.O[NH:30][C:31]([C:33]1[CH:38]=[CH:37][C:36]([O:39][CH2:40][O:41][CH2:42][CH2:43][Si:44]([CH3:47])([CH3:46])[CH3:45])=[CH:35][C:34]=1[CH3:48])=[NH:32].